From a dataset of Full USPTO retrosynthesis dataset with 1.9M reactions from patents (1976-2016). Predict the reactants needed to synthesize the given product. (1) Given the product [ClH:3].[NH2:16][C:15]1[N:14]([C:11]2[CH:10]=[CH:9][C:8]([O:7][CH3:6])=[CH:13][CH:12]=2)[C:32]([CH3:34])([CH3:31])[N:19]=[C:18]([NH:20][CH2:21][CH2:22][CH2:23][CH2:24][CH2:25][CH2:26][CH2:27][CH2:28][CH2:29][CH3:30])[N:17]=1, predict the reactants needed to synthesize it. The reactants are: CO.[ClH:3].Cl.Cl.[CH3:6][O:7][C:8]1[CH:13]=[CH:12][C:11]([NH:14][C:15]([NH:17][C:18]([NH:20][CH2:21][CH2:22][CH2:23][CH2:24][CH2:25][CH2:26][CH2:27][CH2:28][CH2:29][CH3:30])=[NH:19])=[NH:16])=[CH:10][CH:9]=1.[CH3:31][C:32]([CH3:34])=O. (2) Given the product [Cl:1][C:2]1[S:3][CH:4]=[C:5]([CH2:7][N:9]2[CH2:13][CH2:12][CH2:11][CH2:10]2)[N:6]=1, predict the reactants needed to synthesize it. The reactants are: [Cl:1][C:2]1[S:3][CH:4]=[C:5]([CH2:7]Cl)[N:6]=1.[NH:9]1[CH2:13][CH2:12][CH2:11][CH2:10]1.C(=O)([O-])[O-].[K+].[K+]. (3) Given the product [N:31]1[CH:36]=[CH:35][C:34]([C:2]2[S:6][C:5]([C:7]3[CH:8]=[CH:9][C:10]4[CH2:17][CH:16]5[C:18]6([CH2:22][N:21]([CH2:23][C:24]([F:27])([F:26])[F:25])[S:20](=[O:29])(=[O:28])[NH:19]6)[CH:13]([CH2:14][CH2:15]5)[CH2:12][C:11]=4[CH:30]=3)=[N:4][CH:3]=2)=[CH:33][CH:32]=1, predict the reactants needed to synthesize it. The reactants are: Br[C:2]1[S:6][C:5]([C:7]2[CH:8]=[CH:9][C:10]3[CH2:17][CH:16]4[C:18]5([CH2:22][N:21]([CH2:23][C:24]([F:27])([F:26])[F:25])[S:20](=[O:29])(=[O:28])[NH:19]5)[CH:13]([CH2:14][CH2:15]4)[CH2:12][C:11]=3[CH:30]=2)=[N:4][CH:3]=1.[N:31]1[CH:36]=[CH:35][C:34](B(O)O)=[CH:33][CH:32]=1.